The task is: Predict the product of the given reaction.. This data is from Forward reaction prediction with 1.9M reactions from USPTO patents (1976-2016). (1) Given the reactants F[C:2]1[CH:7]=[C:6]([F:8])[CH:5]=[CH:4][C:3]=1[C:9]1[N:14]=[CH:13][N:12]=[C:11]([NH:15][C:16]2[CH:21]=[CH:20][CH:19]=[C:18]([CH2:22][S:23]([CH3:26])(=[O:25])=[O:24])[CH:17]=2)[N:10]=1.[CH3:27][O:28][C:29]1[CH:30]=[C:31]([CH:34]=[CH:35][CH:36]=1)[CH2:32][OH:33], predict the reaction product. The product is: [F:8][C:6]1[CH:5]=[CH:4][C:3]([C:9]2[N:14]=[CH:13][N:12]=[C:11]([NH:15][C:16]3[CH:21]=[CH:20][CH:19]=[C:18]([CH2:22][S:23]([CH3:26])(=[O:25])=[O:24])[CH:17]=3)[N:10]=2)=[C:2]([O:33][CH2:32][C:31]2[CH:34]=[CH:35][CH:36]=[C:29]([O:28][CH3:27])[CH:30]=2)[CH:7]=1. (2) Given the reactants Cl[C:2]1[C:7]([Cl:8])=[C:6]([I:9])[CH:5]=[CH:4][N:3]=1.O.[NH2:11][NH2:12].[NH4+].[OH-], predict the reaction product. The product is: [Cl:8][C:7]1[C:2]([NH:11][NH2:12])=[N:3][CH:4]=[CH:5][C:6]=1[I:9].